From a dataset of Forward reaction prediction with 1.9M reactions from USPTO patents (1976-2016). Predict the product of the given reaction. (1) Given the reactants Cl[C:2]1[CH:7]=[C:6]([C:8]2[N:9]=[C:10]([N:20]3[CH2:25][CH2:24][CH:23]([C:26]#[N:27])[CH2:22][CH2:21]3)[C:11]3[C:17]([O:18][CH3:19])=[CH:16][N:15]=[CH:14][C:12]=3[N:13]=2)[CH:5]=[CH:4][N:3]=1.[NH2:28][C:29]1[CH:34]=[CH:33][CH:32]=[CH:31][CH:30]=1, predict the reaction product. The product is: [CH3:19][O:18][C:17]1[C:11]2[C:10]([N:20]3[CH2:25][CH2:24][CH:23]([C:26]#[N:27])[CH2:22][CH2:21]3)=[N:9][C:8]([C:6]3[CH:5]=[CH:4][N:3]=[C:2]([NH:28][C:29]4[CH:34]=[CH:33][CH:32]=[CH:31][CH:30]=4)[CH:7]=3)=[N:13][C:12]=2[CH:14]=[N:15][CH:16]=1. (2) Given the reactants [CH3:1][C:2]([CH3:23])([CH3:22])[CH2:3][C:4](=[O:21])[CH2:5][C@@H:6]([CH2:18][CH:19]=[CH2:20])[C:7]([NH:9][C@@H:10]([CH2:16][OH:17])[C:11]([O:13][CH2:14][CH3:15])=[O:12])=O.Cl.C(N(CC)CC)C.[OH-].COC(NS([N+](CC)(CC)CC)(=O)=O)=O, predict the reaction product. The product is: [CH3:1][C:2]([CH3:23])([CH3:22])[CH2:3][C:4](=[O:21])[CH2:5][C@H:6]([C:7]1[O:17][CH2:16][C@@H:10]([C:11]([O:13][CH2:14][CH3:15])=[O:12])[N:9]=1)[CH2:18][CH:19]=[CH2:20]. (3) Given the reactants [CH2:1]1[C:10]2[C:5](=[CH:6][CH:7]=[CH:8][CH:9]=2)[CH2:4][CH2:3][N:2]1[C:11](=[O:21])[CH2:12][CH2:13][C:14]1[CH:19]=[CH:18][C:17]([OH:20])=[CH:16][CH:15]=1.[CH3:22][O:23][C:24](=[O:33])[C:25]1[CH:30]=[CH:29][CH:28]=[CH:27][C:26]=1[CH2:31]Br.C(=O)([O-])[O-].[K+].[K+], predict the reaction product. The product is: [CH2:1]1[C:10]2[C:5](=[CH:6][CH:7]=[CH:8][CH:9]=2)[CH2:4][CH2:3][N:2]1[C:11](=[O:21])[CH2:12][CH2:13][C:14]1[CH:15]=[CH:16][C:17]([O:20][CH2:31][C:26]2[CH:27]=[CH:28][CH:29]=[CH:30][C:25]=2[C:24]([O:23][CH3:22])=[O:33])=[CH:18][CH:19]=1.